This data is from Reaction yield outcomes from USPTO patents with 853,638 reactions. The task is: Predict the reaction yield, written as a fraction of the theoretical maximum amount of product (1.0 means a 100% yield; for example, 0.34 means a 34% yield). (1) The reactants are [CH:1]1([C:7]2([CH3:15])[N:11]([CH3:12])[C:10](=[O:13])[NH:9][C:8]2=[O:14])[CH2:6][CH2:5][CH:4]=[CH:3][CH2:2]1.Br[CH2:17][C:18]([C:20]1[NH:21][CH:22]=[CH:23][CH:24]=1)=[O:19]. No catalyst specified. The product is [CH:1]1([C:7]2([CH3:15])[N:11]([CH3:12])[C:10](=[O:13])[N:9]([CH2:17][C:18](=[O:19])[C:20]3[NH:21][CH:22]=[CH:23][CH:24]=3)[C:8]2=[O:14])[CH2:6][CH2:5][CH:4]=[CH:3][CH2:2]1. The yield is 0.200. (2) The reactants are [CH:1]1([N:9]2[CH2:14][CH2:13][CH:12]([N:15]3[C:19]4[CH:20]=[CH:21][CH:22]=[CH:23][C:18]=4[NH:17][C:16]3=[N:24][C:25]#[N:26])[CH2:11][CH2:10]2)[CH2:8][CH2:7][CH2:6][CH2:5][CH2:4][CH2:3][CH2:2]1.C(=O)([O-])[O-].[K+].[K+].Br[CH2:34][C:35]([NH2:37])=[O:36]. The catalyst is CN(C)C=O. The product is [C:25]([N:24]=[C:16]1[N:17]([CH2:34][C:35]([NH2:37])=[O:36])[C:18]2[CH:23]=[CH:22][CH:21]=[CH:20][C:19]=2[N:15]1[CH:12]1[CH2:13][CH2:14][N:9]([CH:1]2[CH2:2][CH2:3][CH2:4][CH2:5][CH2:6][CH2:7][CH2:8]2)[CH2:10][CH2:11]1)#[N:26]. The yield is 0.910. (3) The reactants are [F:1][C:2]1[CH:7]=[CH:6][C:5]([CH:8]2[C:16]3[O:15][C:14](=O)[NH:13][C:12](=[O:18])[C:11]=3[CH2:10][CH2:9]2)=[CH:4][CH:3]=1.[OH-].[NH4+:20]. No catalyst specified. The product is [F:1][C:2]1[CH:7]=[CH:6][C:5]([CH:8]2[C:16]3[NH:20][C:14](=[O:15])[NH:13][C:12](=[O:18])[C:11]=3[CH2:10][CH2:9]2)=[CH:4][CH:3]=1. The yield is 0.347. (4) The reactants are [CH3:1][O:2][C:3]1[CH:4]=[C:5]2[C:10](=[CH:11][C:12]=1[O:13][CH3:14])[N:9]=[CH:8][CH:7]=[C:6]2[O:15][C:16]1[CH:22]=[CH:21][C:19]([NH2:20])=[CH:18][CH:17]=1.C(N(CC)CC)C.ClC(Cl)(O[C:34](=[O:40])OC(Cl)(Cl)Cl)Cl.[CH3:42][C:43]1[S:47][C:46]([CH:48]([NH2:50])[CH3:49])=[N:45][CH:44]=1. The catalyst is C(Cl)(Cl)Cl. The product is [CH3:1][O:2][C:3]1[CH:4]=[C:5]2[C:10](=[CH:11][C:12]=1[O:13][CH3:14])[N:9]=[CH:8][CH:7]=[C:6]2[O:15][C:16]1[CH:22]=[CH:21][C:19]([NH:20][C:34]([NH:50][CH:48]([C:46]2[S:47][C:43]([CH3:42])=[CH:44][N:45]=2)[CH3:49])=[O:40])=[CH:18][CH:17]=1. The yield is 0.310.